Dataset: Reaction yield outcomes from USPTO patents with 853,638 reactions. Task: Predict the reaction yield, written as a fraction of the theoretical maximum amount of product (1.0 means a 100% yield; for example, 0.34 means a 34% yield). (1) The reactants are Cl[C:2]1[N:7]=[C:6]2[C:8]([CH2:11][C:12]([O:14][CH3:15])=[O:13])=[CH:9][O:10][C:5]2=[CH:4][CH:3]=1.CC(C1C=C(C(C)C)C(C2C=CC=CC=2P(C2CCCCC2)C2CCCCC2)=C(C(C)C)C=1)C.[CH3:50][C:51]1[CH:55]=[C:54]([Sn](CCCC)(CCCC)CCCC)[O:53][N:52]=1.O1CCOCC1. The yield is 0.963. The catalyst is C([O-])(=O)C.[Pd+2].C([O-])(=O)C.CO.C(Cl)Cl. The product is [CH3:50][C:51]1[CH:55]=[C:54]([C:2]2[N:7]=[C:6]3[C:8]([CH2:11][C:12]([O:14][CH3:15])=[O:13])=[CH:9][O:10][C:5]3=[CH:4][CH:3]=2)[O:53][N:52]=1. (2) The yield is 0.780. The product is [C:14]([C:13]([C:4]1[CH:3]=[C:24]([CH:7]=[C:6]([C:8]([C:9]#[N:10])([CH3:12])[CH3:11])[CH:5]=1)[C:23]([OH:26])=[O:25])([CH3:17])[CH3:16])#[N:15]. The reactants are CC1[CH:3]=[C:4]([C:13]([CH3:17])([CH3:16])[C:14]#[N:15])[CH:5]=[C:6]([C:8]([CH3:12])([CH3:11])[C:9]#[N:10])[CH:7]=1.OS(O)(=O)=O.[C:23]([OH:26])(=[O:25])[CH3:24]. The catalyst is O.[O-2].[O-2].[O-2].[Cr+6].